From a dataset of Tyrosyl-DNA phosphodiesterase HTS with 341,365 compounds. Binary Classification. Given a drug SMILES string, predict its activity (active/inactive) in a high-throughput screening assay against a specified biological target. (1) The molecule is S(Cc1ccccc1)c1sc(SCC(=O)NN\C=C2\c3c(N=C2)cccc3)nn1. The result is 1 (active). (2) The result is 0 (inactive). The molecule is S(c1n(CCCOC)c(nn1)c1ccncc1)CC(=O)NNC(=O)c1cc(O)ccc1.